This data is from Forward reaction prediction with 1.9M reactions from USPTO patents (1976-2016). The task is: Predict the product of the given reaction. (1) Given the reactants [CH3:1][S:2]([C:5]1[CH:10]=[CH:9][C:8]([NH:11][CH:12]2[CH2:16][CH2:15][NH:14][CH2:13]2)=[CH:7][CH:6]=1)(=[O:4])=[O:3].[C:17](O[C:17]([O:19][C:20]([CH3:23])([CH3:22])[CH3:21])=[O:18])([O:19][C:20]([CH3:23])([CH3:22])[CH3:21])=[O:18], predict the reaction product. The product is: [CH3:1][S:2]([C:5]1[CH:6]=[CH:7][C:8]([N:11]([CH:12]2[CH2:16][CH2:15][NH:14][CH2:13]2)[C:17]([O:19][C:20]([CH3:23])([CH3:22])[CH3:21])=[O:18])=[CH:9][CH:10]=1)(=[O:4])=[O:3]. (2) Given the reactants [F:1][C:2]1[CH:34]=[CH:33][C:5]([CH2:6][C:7]2[CH:8]=[C:9]([CH:15](O)[C:16]3[C:21]([CH3:22])=[CH:20][C:19]([NH:23][C:24](=[O:30])[O:25][C:26]([CH3:29])([CH3:28])[CH3:27])=[CH:18][C:17]=3[CH3:31])[CH:10]=[CH:11][C:12]=2[O:13][CH3:14])=[CH:4][CH:3]=1.C(O)(=O)C.[H][H], predict the reaction product. The product is: [F:1][C:2]1[CH:34]=[CH:33][C:5]([CH2:6][C:7]2[CH:8]=[C:9]([CH:10]=[CH:11][C:12]=2[O:13][CH3:14])[CH2:15][C:16]2[C:21]([CH3:22])=[CH:20][C:19]([NH:23][C:24](=[O:30])[O:25][C:26]([CH3:29])([CH3:27])[CH3:28])=[CH:18][C:17]=2[CH3:31])=[CH:4][CH:3]=1. (3) Given the reactants [CH3:1][C:2]1[C:6]([C:7]2[CH:8]=[C:9]3[C:13](=[CH:14][CH:15]=2)[NH:12][C:11](=[O:16])[C:10]23OCC[O:17]2)=[C:5]([CH3:21])[O:4][N:3]=1.Cl, predict the reaction product. The product is: [CH3:1][C:2]1[C:6]([C:7]2[CH:8]=[C:9]3[C:13](=[CH:14][CH:15]=2)[NH:12][C:11](=[O:16])[C:10]3=[O:17])=[C:5]([CH3:21])[O:4][N:3]=1. (4) Given the reactants [Br:1][C:2]1C=C[C:5]([NH:16][C:17](=O)C)=[N:6][C:7]=1[CH:8]=[N:9][S@:10]([C:12]([CH3:15])([CH3:14])[CH3:13])=[O:11].BrC1C(C=O)=N[C:24]([S:27]C)=NC=1, predict the reaction product. The product is: [Br:1][C:2]1[C:7]([CH:8]=[N:9][S@:10]([C:12]([CH3:13])([CH3:14])[CH3:15])=[O:11])=[N:6][C:5]([S:27][CH3:24])=[N:16][CH:17]=1. (5) Given the reactants [F:1][C:2]1[CH:32]=[CH:31][C:5]([CH2:6][O:7][C:8]2[CH:16]=[C:15]([C:17]([N:19]3[CH2:24][CH2:23][O:22][CH2:21][CH2:20]3)=[O:18])[C:14]([C:25]3[CH:26]=[N:27][N:28]([CH3:30])[CH:29]=3)=[CH:13][C:9]=2[C:10]([OH:12])=O)=[CH:4][CH:3]=1.[CH2:33]([Cl:36])[CH2:34]Cl.O[N:38]1[C:42]2N=C[CH:45]=[CH:46][C:41]=2N=N1.CCN(C(C)C)C(C)C, predict the reaction product. The product is: [Cl:36][C:33]1[CH:34]=[C:42]([NH:38][C:10](=[O:12])[C:9]2[CH:13]=[C:14]([C:25]3[CH:26]=[N:27][N:28]([CH3:30])[CH:29]=3)[C:15]([C:17]([N:19]3[CH2:24][CH2:23][O:22][CH2:21][CH2:20]3)=[O:18])=[CH:16][C:8]=2[O:7][CH2:6][C:5]2[CH:31]=[CH:32][C:2]([F:1])=[CH:3][CH:4]=2)[CH:41]=[CH:46][CH:45]=1.